Predict the reactants needed to synthesize the given product. From a dataset of Full USPTO retrosynthesis dataset with 1.9M reactions from patents (1976-2016). (1) Given the product [C:1]([O:5][C:6]([C:8]1[C:9]([CH3:44])=[C:10]2[C:14](=[CH:15][CH:16]=1)[C@@H:13]([NH:17][C:18]([C:20]1[N:25]3[N:26]=[CH:27][C:28]([C:29]([N:46]4[CH2:47][CH2:50][O:54][CH2:56][CH2:48]4)=[O:31])=[C:24]3[N:23]=[C:22]([C:32](=[O:43])[NH:33][CH2:34][C:35]3[CH:40]=[CH:39][C:38]([F:41])=[C:37]([F:42])[CH:36]=3)[CH:21]=1)=[O:19])[CH2:12][CH2:11]2)=[O:7])([CH3:2])([CH3:4])[CH3:3], predict the reactants needed to synthesize it. The reactants are: [C:1]([O:5][C:6]([C:8]1[C:9]([CH3:44])=[C:10]2[C:14](=[CH:15][CH:16]=1)[C@@H:13]([NH:17][C:18]([C:20]1[N:25]3[N:26]=[CH:27][C:28]([C:29]([OH:31])=O)=[C:24]3[N:23]=[C:22]([C:32](=[O:43])[NH:33][CH2:34][C:35]3[CH:40]=[CH:39][C:38]([F:41])=[C:37]([F:42])[CH:36]=3)[CH:21]=1)=[O:19])[CH2:12][CH2:11]2)=[O:7])([CH3:4])([CH3:3])[CH3:2].C[N:46]([CH:48]=O)[CH3:47].[C:50](Cl)(=[O:54])C(Cl)=O.[CH2:56](Cl)Cl. (2) Given the product [OH:15][C:13]([C:6]1[C:7]([O:11][CH3:12])=[CH:8][CH:9]=[CH:10][C:5]=1[OH:4])([CH3:1])[CH3:14], predict the reactants needed to synthesize it. The reactants are: [CH3:1][Mg]Br.[OH:4][C:5]1[CH:10]=[CH:9][CH:8]=[C:7]([O:11][CH3:12])[C:6]=1[C:13](=[O:15])[CH3:14].[Cl-].[NH4+].O. (3) Given the product [C:11]1([CH:5]2[CH:6]=[C:7]([N:17]3[CH2:21][CH2:20][CH2:19][CH2:18]3)[CH2:8][CH2:9][N:4]2[C:1](=[O:3])[CH3:2])[CH:16]=[CH:15][CH:14]=[CH:13][CH:12]=1, predict the reactants needed to synthesize it. The reactants are: [C:1]([N:4]1[CH2:9][CH2:8][C:7](=O)[CH2:6][CH:5]1[C:11]1[CH:16]=[CH:15][CH:14]=[CH:13][CH:12]=1)(=[O:3])[CH3:2].[NH:17]1[CH2:21][CH2:20][CH2:19][CH2:18]1.CC1C=CC(S(O)(=O)=O)=CC=1. (4) Given the product [CH3:6][S:7]([O:5][CH2:1][CH2:2][CH:3]=[CH2:4])(=[O:9])=[O:8], predict the reactants needed to synthesize it. The reactants are: [CH2:1]([OH:5])[CH2:2][CH:3]=[CH2:4].[CH3:6][S:7](Cl)(=[O:9])=[O:8].Cl.C(N(CC)CC)C.